This data is from Full USPTO retrosynthesis dataset with 1.9M reactions from patents (1976-2016). The task is: Predict the reactants needed to synthesize the given product. (1) Given the product [NH2:32][C:31]1[N:23]=[CH:24][N:25]=[C:26]2[C:30]=1[N:29]=[CH:28][N:27]2[CH2:12][C:6]1[N:5]([C:14]2[CH:19]=[CH:18][CH:17]=[CH:16][C:15]=2[C:2]2[CH:11]=[CH:10][CH:9]=[CH:8][CH:3]=2)[C:4](=[O:22])[C:3]2[C:8](=[CH:9][CH:10]=[CH:11][C:2]=2[Cl:1])[N:7]=1, predict the reactants needed to synthesize it. The reactants are: [Cl:1][C:2]1[CH:11]=[CH:10][CH:9]=[C:8]2[C:3]=1[C:4](=[O:22])[N:5]([C:14]1[CH:19]=[CH:18][CH:17]=[CH:16][C:15]=1OC)[C:6]([CH2:12]Cl)=[N:7]2.[N:23]1[C:31]([NH2:32])=[C:30]2[C:26]([N:27]=[CH:28][NH:29]2)=[N:25][CH:24]=1.C([O-])([O-])=O.[K+].[K+]. (2) Given the product [CH3:1][C:2]1[CH:3]=[C:4]([NH:17][C:18](=[O:24])[O:19][C:20]([CH3:22])([CH3:21])[CH3:23])[CH:5]=[C:6]([C:26]2[CH:31]=[CH:30][N:29]=[CH:28][C:27]=2[N+:32]([O-:34])=[O:33])[CH:7]=1, predict the reactants needed to synthesize it. The reactants are: [CH3:1][C:2]1[CH:3]=[C:4]([NH:17][C:18](=[O:24])[O:19][C:20]([CH3:23])([CH3:22])[CH3:21])[CH:5]=[C:6](B2OC(C)(C)C(C)(C)O2)[CH:7]=1.Cl[C:26]1[CH:31]=[CH:30][N:29]=[CH:28][C:27]=1[N+:32]([O-:34])=[O:33].C([O-])([O-])=O.[Na+].[Na+].O. (3) Given the product [CH2:2]([NH:4][C:19](=[O:18])[NH:20][C:21]1[CH:26]=[C:25]([O:27][C:28]2[CH:29]=[CH:30][C:31]([NH:34][C:35]([C:37]3[C:38](=[O:50])[N:39]([C:44]4[CH:49]=[CH:48][CH:47]=[CH:46][CH:45]=4)[N:40]([CH3:43])[C:41]=3[CH3:42])=[O:36])=[CH:32][CH:33]=2)[CH:24]=[CH:23][N:22]=1)[CH3:3], predict the reactants needed to synthesize it. The reactants are: Cl.[CH2:2]([NH2:4])[CH3:3].CCN(CC)CC.C1([O:18][C:19](=O)[NH:20][C:21]2[CH:26]=[C:25]([O:27][C:28]3[CH:33]=[CH:32][C:31]([NH:34][C:35]([C:37]4[C:38](=[O:50])[N:39]([C:44]5[CH:49]=[CH:48][CH:47]=[CH:46][CH:45]=5)[N:40]([CH3:43])[C:41]=4[CH3:42])=[O:36])=[CH:30][CH:29]=3)[CH:24]=[CH:23][N:22]=2)C=CC=CC=1. (4) Given the product [CH2:20]([N:12]([CH2:11][C:9]1[N:10]=[C:5]2[S:4][C:3]([CH3:23])=[C:2]([N:32]3[CH2:33][CH2:34][O:35][CH2:38][CH2:39]3)[N:6]2[C:7](=[O:22])[CH:8]=1)[C:13]1[CH:18]=[CH:17][C:16]([F:19])=[CH:15][CH:14]=1)[CH3:21], predict the reactants needed to synthesize it. The reactants are: Br[C:2]1[N:6]2[C:7](=[O:22])[CH:8]=[C:9]([CH2:11][N:12]([CH2:20][CH3:21])[C:13]3[CH:18]=[CH:17][C:16]([F:19])=[CH:15][CH:14]=3)[N:10]=[C:5]2[S:4][C:3]=1[CH3:23].P([O-])([O-])([O-])=O.[K+].[K+].[K+].[NH:32]1[CH2:39][CH2:38]C[C@H:33]1[C:34](O)=[O:35].N1CCOCC1. (5) Given the product [Br:1][C:2]1[CH:3]=[C:4]2[C:8](=[CH:9][CH:10]=1)[C:7](=[O:11])[NH:6][CH2:5]2, predict the reactants needed to synthesize it. The reactants are: [Br:1][C:2]1[CH:3]=[C:4]2[C:8](=[CH:9][CH:10]=1)[C:7](=[O:11])[N:6](C(OC(C)(C)C)=O)[CH2:5]2.CC([O-])=O.[K+].CC1(C)C(C)(C)OB(B2OC(C)(C)C(C)(C)O2)O1. (6) Given the product [CH3:30][C:10]1[N:9]=[C:8]([C:4]2[CH:5]=[CH:6][CH:7]=[C:2]([NH:43][C:42]3[CH:41]=[CH:40][C:39]([CH2:38][N:35]4[CH2:34][CH2:33][N:32]([CH3:31])[CH2:37][CH2:36]4)=[CH:45][CH:44]=3)[CH:3]=2)[N:16]2[C:11]=1[CH:12]=[N:13][C:14]([NH:17][C:18]1[CH:23]=[C:22]([O:24][CH3:25])[C:21]([O:26][CH3:27])=[C:20]([O:28][CH3:29])[CH:19]=1)=[N:15]2, predict the reactants needed to synthesize it. The reactants are: Br[C:2]1[CH:3]=[C:4]([C:8]2[N:16]3[C:11]([CH:12]=[N:13][C:14]([NH:17][C:18]4[CH:23]=[C:22]([O:24][CH3:25])[C:21]([O:26][CH3:27])=[C:20]([O:28][CH3:29])[CH:19]=4)=[N:15]3)=[C:10]([CH3:30])[N:9]=2)[CH:5]=[CH:6][CH:7]=1.[CH3:31][N:32]1[CH2:37][CH2:36][N:35]([CH2:38][C:39]2[CH:45]=[CH:44][C:42]([NH2:43])=[CH:41][CH:40]=2)[CH2:34][CH2:33]1.C1C=CC(P(C2C=CC3C(=CC=CC=3)C=2C2C3C(=CC=CC=3)C=CC=2P(C2C=CC=CC=2)C2C=CC=CC=2)C2C=CC=CC=2)=CC=1.CC(C)([O-])C.[Na+]. (7) Given the product [C:1]([C:3]1[CH:4]=[C:5]([CH:9]=[CH:10][CH:11]=1)[C:6]([O:8][CH3:12])=[O:7])#[N:2], predict the reactants needed to synthesize it. The reactants are: [C:1]([C:3]1[CH:4]=[C:5]([CH:9]=[CH:10][CH:11]=1)[C:6]([OH:8])=[O:7])#[N:2].[C:12](Cl)(=O)C(Cl)=O. (8) Given the product [CH3:18][Si:17]([CH3:20])([CH3:19])[CH2:16][CH2:15][O:14][CH2:13][N:3]1[CH:7]=[C:6]([C:8]([O:10][CH3:11])=[O:9])[N:5]=[CH:4]1, predict the reactants needed to synthesize it. The reactants are: [H-].[Na+].[NH:3]1[CH:7]=[C:6]([C:8]([O:10][CH3:11])=[O:9])[N:5]=[CH:4]1.Cl[CH2:13][O:14][CH2:15][CH2:16][Si:17]([CH3:20])([CH3:19])[CH3:18].